From a dataset of Forward reaction prediction with 1.9M reactions from USPTO patents (1976-2016). Predict the product of the given reaction. (1) Given the reactants [C:1](#[N:3])[CH3:2].[C:4]([O:8][C:9]([NH:11][C:12]1[C:17]([C:18]([O:20]C)=O)=[CH:16][C:15]([F:22])=[N:14][CH:13]=1)=[O:10])([CH3:7])([CH3:6])[CH3:5], predict the reaction product. The product is: [F:22][C:15]1[N:14]=[CH:13][C:12]([NH:11][C:9](=[O:10])[O:8][C:4]([CH3:5])([CH3:6])[CH3:7])=[C:17]([C:18](=[O:20])[CH2:2][C:1]#[N:3])[CH:16]=1. (2) The product is: [O:29]1[C:25]2[CH:24]=[CH:23][C:22]([C:19]3[S:20][CH:21]=[C:17]([C:15]([NH:3][C:2]4[NH:1][CH:4]=[C:5]([C:7]5[CH:12]=[CH:11][CH:10]=[C:9]([O:13][CH3:14])[CH:8]=5)[N:6]=4)=[O:16])[N:18]=3)=[CH:30][C:26]=2[CH2:27][CH2:28]1. Given the reactants [NH2:1][C:2]1[N:3]([C:15]([C:17]2[N:18]=[C:19]([C:22]3[CH:23]=[CH:24][C:25]4[O:29][CH2:28][CH2:27][C:26]=4[CH:30]=3)[S:20][CH:21]=2)=[O:16])[CH:4]=[C:5]([C:7]2[CH:12]=[CH:11][CH:10]=[C:9]([O:13][CH3:14])[CH:8]=2)[N:6]=1.C1(C)C(C)=CC=CC=1, predict the reaction product.